From a dataset of Catalyst prediction with 721,799 reactions and 888 catalyst types from USPTO. Predict which catalyst facilitates the given reaction. (1) Reactant: ClCCl.C(C1NC=CN=1)([C:6]1[NH:7][CH:8]=CN=1)=O.[CH3:16][C:17]1[CH:18]=[CH:19][C:20]2[N:21]([C:23]([CH2:33][C:34](O)=[O:35])=[C:24]([C:26]3[CH:31]=[CH:30][C:29]([CH3:32])=[CH:28][CH:27]=3)[N:25]=2)[CH:22]=1. Product: [CH3:6][N:7]([CH3:8])[C:34](=[O:35])[CH2:33][C:23]1[N:21]2[CH:22]=[C:17]([CH3:16])[CH:18]=[CH:19][C:20]2=[N:25][C:24]=1[C:26]1[CH:31]=[CH:30][C:29]([CH3:32])=[CH:28][CH:27]=1. The catalyst class is: 21. (2) Reactant: [N:1]1([C:6]2[CH:7]=[C:8]([C:12]3[N:17]=[C:16]([N:18]4[CH2:23][CH2:22][CH:21]([CH2:24][NH:25][C:26](=[O:43])[C:27]5[CH:32]=[C:31]([O:33]C)[CH:30]=[C:29]([O:35][CH2:36]C6C=CC=CC=6)[CH:28]=5)[CH2:20][CH2:19]4)[CH:15]=[CH:14][N:13]=3)[CH:9]=[CH:10][CH:11]=2)[CH:5]=[CH:4][CH:3]=[N:2]1.C([O-])=O.[NH4+]. Product: [N:1]1([C:6]2[CH:7]=[C:8]([C:12]3[N:17]=[C:16]([N:18]4[CH2:19][CH2:20][CH:21]([CH2:24][NH:25][C:26](=[O:43])[C:27]5[CH:28]=[C:29]([O:35][CH3:36])[CH:30]=[C:31]([OH:33])[CH:32]=5)[CH2:22][CH2:23]4)[CH:15]=[CH:14][N:13]=3)[CH:9]=[CH:10][CH:11]=2)[CH:5]=[CH:4][CH:3]=[N:2]1. The catalyst class is: 43. (3) Reactant: [H-].[Na+].[NH:3]1[CH2:8][CH2:7][O:6][CH2:5][C:4]1=[O:9].Br[CH2:11][C:12]1[CH:17]=[CH:16][C:15]([B:18]2[O:22][C:21]([CH3:24])([CH3:23])[C:20]([CH3:26])([CH3:25])[O:19]2)=[CH:14][CH:13]=1. Product: [CH3:23][C:21]1([CH3:24])[C:20]([CH3:25])([CH3:26])[O:19][B:18]([C:15]2[CH:14]=[CH:13][C:12]([CH2:11][N:3]3[CH2:8][CH2:7][O:6][CH2:5][C:4]3=[O:9])=[CH:17][CH:16]=2)[O:22]1. The catalyst class is: 2. (4) Reactant: [NH:1]1[CH2:4][CH:3]([C:5]2[CH:6]=[CH:7][C:8]([NH:11][C:12]3[C:13](=[O:20])[N:14]([CH3:19])[CH:15]=[C:16]([Br:18])[CH:17]=3)=[N:9][CH:10]=2)[CH2:2]1.[CH3:21][CH:22]=O.[OH-].[Na+]. Product: [Br:18][C:16]1[CH:17]=[C:12]([NH:11][C:8]2[CH:7]=[CH:6][C:5]([CH:3]3[CH2:4][N:1]([CH2:21][CH3:22])[CH2:2]3)=[CH:10][N:9]=2)[C:13](=[O:20])[N:14]([CH3:19])[CH:15]=1. The catalyst class is: 130. (5) Reactant: C[O:2][C:3](=[O:38])[CH2:4][N:5]([CH2:17][C:18]1[CH:23]=[CH:22][C:21]([CH2:24][N:25]([CH2:32][C:33]2[NH:34][CH:35]=[CH:36][N:37]=2)[CH2:26][C:27]2[NH:28][CH:29]=[CH:30][N:31]=2)=[CH:20][CH:19]=1)[CH2:6][CH2:7][CH2:8][CH2:9][N:10]([CH2:14][CH2:15][CH3:16])[CH2:11][CH2:12][CH3:13].Cl. Product: [NH:28]1[CH:29]=[CH:30][N:31]=[C:27]1[CH2:26][N:25]([CH2:24][C:21]1[CH:22]=[CH:23][C:18]([CH2:17][N:5]([CH2:4][C:3]([OH:38])=[O:2])[CH2:6][CH2:7][CH2:8][CH2:9][N:10]([CH2:14][CH2:15][CH3:16])[CH2:11][CH2:12][CH3:13])=[CH:19][CH:20]=1)[CH2:32][C:33]1[NH:37][CH:36]=[CH:35][N:34]=1. The catalyst class is: 6.